Dataset: Reaction yield outcomes from USPTO patents with 853,638 reactions. Task: Predict the reaction yield, written as a fraction of the theoretical maximum amount of product (1.0 means a 100% yield; for example, 0.34 means a 34% yield). (1) The reactants are [CH3:1][C:2]1([CH3:13])[CH2:12][C:5]2[S:6][C:7]([C:9]([OH:11])=O)=[CH:8][C:4]=2[CH2:3]1.[CH3:14][C:15]([NH2:18])([CH3:17])[CH3:16].C(N(CC)CC)C. The catalyst is O=S(Cl)Cl.ClCCl. The product is [C:15]([NH:18][C:9]([C:7]1[S:6][C:5]2[CH2:12][C:2]([CH3:1])([CH3:13])[CH2:3][C:4]=2[CH:8]=1)=[O:11])([CH3:17])([CH3:16])[CH3:14]. The yield is 0.970. (2) The reactants are Br[C:2]1[CH:14]=[CH:13][C:5]([O:6][CH:7]2[CH2:12][CH2:11][O:10][CH2:9][CH2:8]2)=[CH:4][CH:3]=1.[B:15]1([B:15]2[O:19][C:18]([CH3:21])([CH3:20])[C:17]([CH3:23])([CH3:22])[O:16]2)[O:19][C:18]([CH3:21])([CH3:20])[C:17]([CH3:23])([CH3:22])[O:16]1.CC([O-])=O.[K+].CCOC(C)=O. The catalyst is CN(C=O)C.O. The product is [CH3:22][C:17]1([CH3:23])[C:18]([CH3:21])([CH3:20])[O:19][B:15]([C:2]2[CH:14]=[CH:13][C:5]([O:6][CH:7]3[CH2:12][CH2:11][O:10][CH2:9][CH2:8]3)=[CH:4][CH:3]=2)[O:16]1. The yield is 0.770. (3) The reactants are [CH:1]1([C:4]2[CH:9]=[CH:8][N:7]=[CH:6][C:5]=2[NH:10][S:11]([CH3:14])(=[O:13])=[O:12])[CH2:3][CH2:2]1.C(=O)([O-])[O-].[Cs+].[Cs+].[CH2:21](I)[CH2:22][CH:23]([CH3:25])[CH3:24]. The catalyst is CN(C)C=O.C(OCC)(=O)C. The product is [CH:1]1([C:4]2[CH:9]=[CH:8][N:7]=[CH:6][C:5]=2[N:10]([CH2:21][CH2:22][CH:23]([CH3:25])[CH3:24])[S:11]([CH3:14])(=[O:12])=[O:13])[CH2:3][CH2:2]1. The yield is 0.440. (4) The reactants are [OH-].[Li+].[I:3][C:4]1[CH:5]=[C:6]([CH:11]=[CH:12][C:13]=1[O:14][CH3:15])[C:7]([O:9]C)=[O:8].Cl. The catalyst is C1COCC1.CO.O.O. The product is [I:3][C:4]1[CH:5]=[C:6]([CH:11]=[CH:12][C:13]=1[O:14][CH3:15])[C:7]([OH:9])=[O:8]. The yield is 1.00. (5) The reactants are [NH2:1][C:2]1[C:10]2[C:5](=[N:6][C:7]([N:17]3[CH2:22][CH2:21][O:20][CH2:19][CH2:18]3)=[C:8]3[CH2:14][O:13][C:12]([CH3:16])([CH3:15])[CH2:11][C:9]3=2)[S:4][C:3]=1[C:23]([NH2:25])=[O:24].O.[C:27]1(C)C=CC(S(O)(=O)=O)=CC=1. The catalyst is C([O-])([O-])OCC. The product is [CH3:15][C:12]1([CH3:16])[O:13][CH2:14][C:8]2=[C:7]([N:17]3[CH2:22][CH2:21][O:20][CH2:19][CH2:18]3)[N:6]=[C:5]3[S:4][C:3]4[C:23](=[O:24])[NH:25][CH:27]=[N:1][C:2]=4[C:10]3=[C:9]2[CH2:11]1. The yield is 0.920. (6) The reactants are [F:1][CH:2]([F:25])[C:3]1[CH:11]=[C:10]2[C:6]([CH2:7][CH2:8][N:9]2C(OC(C)(C)C)=O)=[CH:5][C:4]=1[C:19]1[CH:20]=[N:21][N:22]([CH3:24])[CH:23]=1.FC(F)(F)C(O)=O. The catalyst is C(Cl)Cl. The product is [F:25][CH:2]([F:1])[C:3]1[CH:11]=[C:10]2[C:6]([CH2:7][CH2:8][NH:9]2)=[CH:5][C:4]=1[C:19]1[CH:20]=[N:21][N:22]([CH3:24])[CH:23]=1. The yield is 0.950. (7) The reactants are [I-].[CH3:2][P+](C1C=CC=CC=1)(C1C=CC=CC=1)C1C=CC=CC=1.[Li]CCCC.[CH2:27]([N:34]1[CH2:38][C@H:37]([C:39]2[CH:44]=[CH:43][C:42]([Cl:45])=[C:41]([Cl:46])[CH:40]=2)[C@@H:36]([CH:47]=O)[CH2:35]1)[C:28]1[CH:33]=[CH:32][CH:31]=[CH:30][CH:29]=1. The catalyst is C1COCC1. The product is [CH2:27]([N:34]1[CH2:35][C@H:36]([CH:47]=[CH2:2])[C@@H:37]([C:39]2[CH:44]=[CH:43][C:42]([Cl:45])=[C:41]([Cl:46])[CH:40]=2)[CH2:38]1)[C:28]1[CH:33]=[CH:32][CH:31]=[CH:30][CH:29]=1. The yield is 0.800. (8) The product is [NH:20]1[C:21]2[CH:27]=[CH:26][CH:25]=[CH:24][C:22]=2[N:23]=[C:19]1[N:17]1[C:12]([OH:14])=[C:3]2[C:2]([CH2:11][CH2:10][C:9]3[CH:8]=[CH:7][CH:6]=[CH:5][C:4]=32)=[N:18]1. The yield is 0.150. The reactants are O=[C:2]1[CH2:11][CH2:10][C:9]2[C:4](=[CH:5][CH:6]=[CH:7][CH:8]=2)[CH:3]1[C:12]([O:14]CC)=O.[NH:17]([C:19]1[NH:23][C:22]2[CH:24]=[CH:25][CH:26]=[CH:27][C:21]=2[N:20]=1)[NH2:18]. The catalyst is CO.Cl. (9) The reactants are [CH3:1][C:2]1[O:6][N:5]=[C:4]([C:7]2[CH:12]=[CH:11][CH:10]=[CH:9][CH:8]=2)[C:3]=1[CH2:13][O:14][C:15]1[CH:23]=[CH:22][C:18]([C:19]([OH:21])=O)=[CH:17][N:16]=1.[C:24]([NH2:28])([CH3:27])([CH3:26])[CH3:25]. No catalyst specified. The product is [C:24]([NH:28][C:19](=[O:21])[C:18]1[CH:22]=[CH:23][C:15]([O:14][CH2:13][C:3]2[C:4]([C:7]3[CH:8]=[CH:9][CH:10]=[CH:11][CH:12]=3)=[N:5][O:6][C:2]=2[CH3:1])=[N:16][CH:17]=1)([CH3:27])([CH3:26])[CH3:25]. The yield is 0.760. (10) The reactants are [N:1]1[CH:6]=[CH:5][CH:4]=[CH:3][C:2]=1[C:7]#[N:8].[CH3:9][O-:10].[Na+]. The catalyst is CO. The product is [CH3:9][O:10][C:7](=[NH:8])[C:2]1[CH:3]=[CH:4][CH:5]=[CH:6][N:1]=1. The yield is 0.870.